Dataset: Forward reaction prediction with 1.9M reactions from USPTO patents (1976-2016). Task: Predict the product of the given reaction. (1) Given the reactants [Br-].[Li]CCCC.Br[C:8]1[CH:13]=[C:12]([Cl:14])[CH:11]=[CH:10][C:9]=1[O:15][CH3:16].C([O:20][B:21](OC(C)C)[O:22]C(C)C)(C)C, predict the reaction product. The product is: [Cl:14][C:12]1[CH:13]=[C:8]([B:21]([OH:22])[OH:20])[C:9]([O:15][CH3:16])=[CH:10][CH:11]=1. (2) Given the reactants [Cl:1][C:2]1[CH:10]=[C:9]([F:11])[C:8]([N+:12]([O-:14])=[O:13])=[CH:7][C:3]=1[C:4](Cl)=[O:5].[CH:15]1([NH2:18])[CH2:17][CH2:16]1.C(N(CC)CC)C, predict the reaction product. The product is: [Cl:1][C:2]1[CH:10]=[C:9]([F:11])[C:8]([N+:12]([O-:14])=[O:13])=[CH:7][C:3]=1[C:4]([NH:18][CH:15]1[CH2:17][CH2:16]1)=[O:5]. (3) Given the reactants [C:1]1([C:7]2[NH:8][C:9]3[C:14]([C:15]=2[CH:16]=[O:17])=[CH:13][CH:12]=[CH:11][CH:10]=3)[CH:6]=[CH:5][CH:4]=[CH:3][CH:2]=1.[H-].[Na+].I[CH3:21].O, predict the reaction product. The product is: [CH3:21][N:8]1[C:9]2[C:14](=[CH:13][CH:12]=[CH:11][CH:10]=2)[C:15]([CH:16]=[O:17])=[C:7]1[C:1]1[CH:2]=[CH:3][CH:4]=[CH:5][CH:6]=1. (4) Given the reactants [CH2:1]([O:3][C:4]1[CH:5]=[C:6]([CH:10]=[CH:11][C:12]=1[O:13][CH2:14][CH3:15])[C:7]([OH:9])=O)[CH3:2].O[NH:17][C:18]([C:20]1[CH:21]=[CH:22][C:23]2[O:27][C:26]([CH2:28][OH:29])=[CH:25][C:24]=2[CH:30]=1)=[NH:19].[CH2:31](N=C=NCCCN(C)C)C.[F-].C([N+](CCCC)(CCCC)CCCC)CCC, predict the reaction product. The product is: [CH2:1]([O:3][C:4]1[CH:5]=[C:6]([C:7]2[O:9][N:19]=[C:18]([C:20]3[CH:21]=[CH:22][C:23]4[O:27][C:26]([CH:28]([OH:29])[CH3:31])=[CH:25][C:24]=4[CH:30]=3)[N:17]=2)[CH:10]=[CH:11][C:12]=1[O:13][CH2:14][CH3:15])[CH3:2]. (5) Given the reactants [CH3:1][C:2]1[N:7]([C:8]2[CH:13]=[CH:12][CH:11]=[C:10]([C:14]([F:17])([F:16])[F:15])[CH:9]=2)[C:6](=[O:18])[C:5]([C:19](O)=[O:20])=[CH:4][CH:3]=1.[CH3:22][S:23][C:24]1[CH:31]=[CH:30][C:27]([CH2:28][NH2:29])=[CH:26][CH:25]=1.CN(C(ON1N=NC2C=CC=CC1=2)=[N+](C)C)C.F[P-](F)(F)(F)(F)F.CCN(C(C)C)C(C)C, predict the reaction product. The product is: [CH3:1][C:2]1[N:7]([C:8]2[CH:13]=[CH:12][CH:11]=[C:10]([C:14]([F:15])([F:16])[F:17])[CH:9]=2)[C:6](=[O:18])[C:5]([C:19]([NH:29][CH2:28][C:27]2[CH:30]=[CH:31][C:24]([S:23][CH3:22])=[CH:25][CH:26]=2)=[O:20])=[CH:4][CH:3]=1. (6) Given the reactants [H-].[Na+].[OH:3][C@@H:4]([CH2:15][O:16][C@H:17]([CH3:21])[CH2:18][O:19][CH3:20])[C:5]([NH:7][C:8]1[CH:13]=[N:12][C:11]([CH3:14])=[CH:10][N:9]=1)=[O:6].Cl[C:23]1[N:28]=[CH:27][N:26]=[C:25]2[N:29]([C:32]3[CH:37]=[CH:36][CH:35]=[CH:34][C:33]=3[Cl:38])[N:30]=[CH:31][C:24]=12, predict the reaction product. The product is: [Cl:38][C:33]1[CH:34]=[CH:35][CH:36]=[CH:37][C:32]=1[N:29]1[C:25]2=[N:26][CH:27]=[N:28][C:23]([O:3][C@@H:4]([CH2:15][O:16][C@H:17]([CH3:21])[CH2:18][O:19][CH3:20])[C:5]([NH:7][C:8]3[CH:13]=[N:12][C:11]([CH3:14])=[CH:10][N:9]=3)=[O:6])=[C:24]2[CH:31]=[N:30]1. (7) Given the reactants [H-].[Na+].[CH3:3][C:4]1([CH3:39])[N:8]([CH2:9][C@H:10]2[CH2:15][N:14]([S:16]([C:19]3[S:20][CH:21]=[CH:22][CH:23]=3)(=[O:18])=[O:17])[CH2:13][CH2:12][N:11]2[C:24]2[CH:29]=[CH:28][C:27]([C:30]([OH:36])([CH3:35])[C:31]([F:34])([F:33])[F:32])=[CH:26][CH:25]=2)[C:7](=[O:37])[NH:6][C:5]1=[O:38].I[CH:41]([CH3:43])[CH3:42], predict the reaction product. The product is: [CH3:3][C:4]1([CH3:39])[N:8]([CH2:9][C@H:10]2[CH2:15][N:14]([S:16]([C:19]3[S:20][CH:21]=[CH:22][CH:23]=3)(=[O:18])=[O:17])[CH2:13][CH2:12][N:11]2[C:24]2[CH:25]=[CH:26][C:27]([C:30]([OH:36])([CH3:35])[C:31]([F:32])([F:33])[F:34])=[CH:28][CH:29]=2)[C:7](=[O:37])[N:6]([CH:41]([CH3:43])[CH3:42])[C:5]1=[O:38].